Dataset: Forward reaction prediction with 1.9M reactions from USPTO patents (1976-2016). Task: Predict the product of the given reaction. (1) Given the reactants [CH3:1][NH:2][C:3](=[O:23])[C:4]1[CH:9]=[C:8]([O:10][C:11]2[CH:22]=[CH:21][C:14]3[N:15]=[C:16](S(C)=O)[S:17][C:13]=3[CH:12]=2)[CH:7]=[CH:6][N:5]=1.[CH3:24][N:25]1[CH2:30][CH2:29][N:28]([CH2:31][C:32]2[CH:37]=[CH:36][C:35]([CH2:38][NH2:39])=[CH:34][CH:33]=2)[CH2:27][CH2:26]1.CCN(C(C)C)C(C)C, predict the reaction product. The product is: [CH3:1][NH:2][C:3](=[O:23])[C:4]1[CH:9]=[C:8]([O:10][C:11]2[CH:22]=[CH:21][C:14]3[N:15]=[C:16]([NH:39][CH2:38][C:35]4[CH:34]=[CH:33][C:32]([CH2:31][N:28]5[CH2:27][CH2:26][N:25]([CH3:24])[CH2:30][CH2:29]5)=[CH:37][CH:36]=4)[S:17][C:13]=3[CH:12]=2)[CH:7]=[CH:6][N:5]=1. (2) The product is: [C:31]([O:30][C:29]([NH:28][CH2:27][CH2:26][O:1][C:2]1[CH:7]=[CH:6][C:5]([CH2:8][CH:9]([O:15][C:16]2[CH:17]=[CH:18][CH:19]=[CH:20][CH:21]=2)[C:10]([O:12][CH2:13][CH3:14])=[O:11])=[CH:4][C:3]=1[N+:22]([O-:24])=[O:23])=[O:35])([CH3:34])([CH3:33])[CH3:32]. Given the reactants [OH:1][C:2]1[CH:7]=[CH:6][C:5]([CH2:8][CH:9]([O:15][C:16]2[CH:21]=[CH:20][CH:19]=[CH:18][CH:17]=2)[C:10]([O:12][CH2:13][CH3:14])=[O:11])=[CH:4][C:3]=1[N+:22]([O-:24])=[O:23].O[CH2:26][CH2:27][NH:28][C:29](=[O:35])[O:30][C:31]([CH3:34])([CH3:33])[CH3:32].C1(P(C2C=CC=CC=2)C2C=CC=CC=2)C=CC=CC=1.CCOC(/N=N/C(OCC)=O)=O, predict the reaction product. (3) The product is: [CH2:1]([O:8][C@@H:9]1[CH2:13][CH2:12][CH2:11][C@@H:10]1[NH:14][CH2:15][C@@H:16]([C:18]1[C:26]2[S:25][C:24](=[O:27])[NH:23][C:22]=2[C:21]([OH:31])=[CH:20][CH:19]=1)[OH:17])[C:2]1[CH:7]=[CH:6][CH:5]=[CH:4][CH:3]=1. Given the reactants [CH2:1]([O:8][C@@H:9]1[CH2:13][CH2:12][CH2:11][C@@H:10]1[NH:14][CH2:15][C@@H:16]([C:18]1[C:26]2[S:25][C:24]([O:27]C(C)C)=[N:23][C:22]=2[C:21]([O:31]C(C)(C)C)=[CH:20][CH:19]=1)[OH:17])[C:2]1[CH:7]=[CH:6][CH:5]=[CH:4][CH:3]=1.Cl, predict the reaction product. (4) Given the reactants [CH2:1]([C:4]1[C:5]([Cl:11])=[N:6][CH:7]=[N:8][C:9]=1[Cl:10])[CH:2]=C.[O:12]=[O+][O-], predict the reaction product. The product is: [Cl:11][C:5]1[C:4]([CH2:1][CH:2]=[O:12])=[C:9]([Cl:10])[N:8]=[CH:7][N:6]=1. (5) Given the reactants [Cl:1][C:2]1[CH:3]=[C:4]([C@H:8]2[CH2:12][CH2:11][C:10](=O)[CH2:9]2)[CH:5]=[CH:6][CH:7]=1.C(OC([N:23]([CH3:25])C)N(C)C)(C)(C)C.O.[NH2:27]N, predict the reaction product. The product is: [Cl:1][C:2]1[CH:3]=[C:4]([C@@H:8]2[C:9]3[CH:25]=[N:23][NH:27][C:10]=3[CH2:11][CH2:12]2)[CH:5]=[CH:6][CH:7]=1. (6) Given the reactants C([C:3]([CH2:11][CH3:12])(P(O)(O)=O)[C:4]([OH:6])=[O:5])C.[Li]CCCC.[C:18]([O:22][C:23]([N:25](C(OC(C)(C)C)=O)CC=O)=[O:24])([CH3:21])([CH3:20])[CH3:19].O, predict the reaction product. The product is: [C:18]([O:22][C:23]([NH:25][CH2:12]/[CH:11]=[CH:3]/[C:4]([OH:6])=[O:5])=[O:24])([CH3:21])([CH3:20])[CH3:19]. (7) Given the reactants [F:1][C:2]1[CH:7]=[CH:6][C:5]([C@@H:8]([NH:10][C:11]2[S:12][C:13]([C:18]3[CH:26]=[CH:25][C:21]([C:22](O)=[O:23])=[CH:20][CH:19]=3)([CH3:17])[C:14](=[O:16])[N:15]=2)[CH3:9])=[CH:4][CH:3]=1.S(Cl)([Cl:29])=O, predict the reaction product. The product is: [F:1][C:2]1[CH:7]=[CH:6][C:5]([C@@H:8]([NH:10][C:11]2[S:12][C:13]([C:18]3[CH:26]=[CH:25][C:21]([C:22]([Cl:29])=[O:23])=[CH:20][CH:19]=3)([CH3:17])[C:14](=[O:16])[N:15]=2)[CH3:9])=[CH:4][CH:3]=1. (8) Given the reactants [ClH:1].O1CCOCC1.C(O)(C(F)(F)F)=O.[CH3:15][O:16][C:17]([NH:19][C@@H:20]([CH:68]([CH3:70])[CH3:69])[C:21]([N:23]1[C@H:28]([C:29]2[NH:30][C:31]([C:34]3[CH:39]=[CH:38][C:37]([C:40]4[CH:41]=[C:42]5[C:47](=[CH:48][CH:49]=4)[CH:46]=[C:45]([C:50]4[NH:54][C:53]([C@@H:55]6[CH2:60][C@@H:59]7[C@@H:57]([CH2:58]7)[N:56]6C(OC(C)(C)C)=O)=[N:52][CH:51]=4)[CH:44]=[CH:43]5)=[CH:36][CH:35]=3)=[CH:32][N:33]=2)[CH2:27][C@@H:26]2[C@H:24]1[CH2:25]2)=[O:22])=[O:18], predict the reaction product. The product is: [ClH:1].[ClH:1].[C@@H:57]12[CH2:58][C@@H:59]1[CH2:60][C@@H:55]([C:53]1[NH:54][C:50]([C:45]3[CH:46]=[C:47]4[C:42](=[CH:43][CH:44]=3)[CH:41]=[C:40]([C:37]3[CH:38]=[CH:39][C:34]([C:31]5[NH:30][C:29]([C@@H:28]6[CH2:27][C@@H:26]7[C@@H:24]([CH2:25]7)[N:23]6[C:21](=[O:22])[C@@H:20]([NH:19][C:17](=[O:18])[O:16][CH3:15])[CH:68]([CH3:70])[CH3:69])=[N:33][CH:32]=5)=[CH:35][CH:36]=3)[CH:49]=[CH:48]4)=[CH:51][N:52]=1)[NH:56]2. (9) Given the reactants C(=O)([O-])[O-].[Cs+].[Cs+].[N+:7]([C:10]1[CH:15]=[CH:14][C:13]([NH:16][S:17]([CH2:20][CH2:21][CH2:22]Cl)(=[O:19])=[O:18])=[CH:12][CH:11]=1)([O-:9])=[O:8], predict the reaction product. The product is: [N+:7]([C:10]1[CH:15]=[CH:14][C:13]([N:16]2[CH2:22][CH2:21][CH2:20][S:17]2(=[O:19])=[O:18])=[CH:12][CH:11]=1)([O-:9])=[O:8]. (10) Given the reactants [N:1]1([CH2:7][CH2:8][NH2:9])[CH2:6][CH2:5][CH2:4][CH2:3][CH2:2]1.[C:10]([C:14]1[CH:15]=[CH:16][C:17]2[N+:22]([O-:23])=[N:21][C:20](Cl)=[N:19][C:18]=2[CH:25]=1)([CH3:13])([CH3:12])[CH3:11], predict the reaction product. The product is: [C:10]([C:14]1[CH:15]=[CH:16][C:17]2[N+:22]([O-:23])=[N:21][C:20]([NH:9][CH2:8][CH2:7][N:1]3[CH2:6][CH2:5][CH2:4][CH2:3][CH2:2]3)=[N:19][C:18]=2[CH:25]=1)([CH3:13])([CH3:11])[CH3:12].